Dataset: Reaction yield outcomes from USPTO patents with 853,638 reactions. Task: Predict the reaction yield, written as a fraction of the theoretical maximum amount of product (1.0 means a 100% yield; for example, 0.34 means a 34% yield). (1) The reactants are [ClH:1].Cl.Cl.N[C:5]1[CH:6]=[C:7]([CH:11]2[CH2:16][CH:15]3[CH2:17][CH2:18][N:12]2[CH2:13][CH2:14]3)[CH:8]=[N:9][CH:10]=1.N([O:21][CH2:22][CH2:23]C(C)C)=O.C(OCC)C. The catalyst is C(O)C.C(Cl)(Cl)Cl. The product is [ClH:1].[ClH:1].[CH2:22]([O:21][C:5]1[CH:6]=[C:7]([CH:11]2[CH2:16][CH:15]3[CH2:17][CH2:18][N:12]2[CH2:13][CH2:14]3)[CH:8]=[N:9][CH:10]=1)[CH3:23]. The yield is 0.510. (2) The reactants are [N:1]([Si](C)(C)C)=[N+:2]=[N-:3].[C:8]([C:10]1[CH:11]=[C:12]([C:16]2[CH:17]=[CH:18][C:19]3[O:23][C:22]([C:24]4[CH:29]=[CH:28][C:27]([F:30])=[CH:26][CH:25]=4)=[C:21]([C:31]([NH:33][CH3:34])=[O:32])[C:20]=3[CH:35]=2)[CH:13]=[CH:14][CH:15]=1)#[N:9].C([Sn](CCCC)=O)CCC. The catalyst is C1(C)C=CC=CC=1. The product is [NH:1]1[C:8]([C:10]2[CH:11]=[C:12]([C:16]3[CH:17]=[CH:18][C:19]4[O:23][C:22]([C:24]5[CH:29]=[CH:28][C:27]([F:30])=[CH:26][CH:25]=5)=[C:21]([C:31]([NH:33][CH3:34])=[O:32])[C:20]=4[CH:35]=3)[CH:13]=[CH:14][CH:15]=2)=[N:9][N:3]=[N:2]1. The yield is 0.820. (3) The reactants are C(C1C=CC([C@H]2C[C@@H](C(F)(F)F)N3N=CC(C(O)=O)=C3N2)=CC=1)C.[C:25]([C@H:29]1[N:34]2[N:35]=[CH:36][C:37]([C:38]([O:40]CC)=[O:39])=[C:33]2[NH:32][C@@H:31]([C:43]2[CH:48]=[CH:47][C:46]([CH2:49][CH3:50])=[CH:45][CH:44]=2)[CH2:30]1)([CH3:28])([CH3:27])[CH3:26].[OH-].[K+]. No catalyst specified. The product is [C:25]([C@H:29]1[N:34]2[N:35]=[CH:36][C:37]([C:38]([OH:40])=[O:39])=[C:33]2[NH:32][C@@H:31]([C:43]2[CH:48]=[CH:47][C:46]([CH2:49][CH3:50])=[CH:45][CH:44]=2)[CH2:30]1)([CH3:28])([CH3:27])[CH3:26]. The yield is 0.890. (4) The reactants are [CH2:1]([C:5]1[N:6]=[C:7]([CH3:27])[NH:8][C:9](=[O:26])[C:10]=1[CH2:11][C:12]1[CH:17]=[CH:16][C:15]([C:18]2[C:19]([C:24]#[N:25])=[CH:20][CH:21]=[CH:22][CH:23]=2)=[CH:14][CH:13]=1)[CH2:2][CH2:3][CH3:4].C(=O)([O-])[O-].[K+].[K+].Cl[CH2:35][C:36]1[N:37]=[C:38]([C:41]2[CH:46]=[CH:45][CH:44]=[CH:43][N:42]=2)[S:39][CH:40]=1.CN(C)C=O. The catalyst is C(OCC)(=O)C. The product is [CH2:1]([C:5]1[N:6]=[C:7]([CH3:27])[N:8]([CH2:35][C:36]2[N:37]=[C:38]([C:41]3[CH:46]=[CH:45][CH:44]=[CH:43][N:42]=3)[S:39][CH:40]=2)[C:9](=[O:26])[C:10]=1[CH2:11][C:12]1[CH:17]=[CH:16][C:15]([C:18]2[C:19]([C:24]#[N:25])=[CH:20][CH:21]=[CH:22][CH:23]=2)=[CH:14][CH:13]=1)[CH2:2][CH2:3][CH3:4]. The yield is 0.440. (5) The reactants are [CH3:1][C:2]1[C:6]2[CH:7]=[C:8]([CH3:11])[CH:9]=[CH:10][C:5]=2[O:4][C:3]=1[CH:12]=[O:13].[CH:14]1([Mg]Br)[CH2:19][CH2:18][CH2:17][CH2:16][CH2:15]1.[Cl-].[NH4+]. The catalyst is O1CCCC1. The product is [CH:14]1([CH:12]([C:3]2[O:4][C:5]3[CH:10]=[CH:9][C:8]([CH3:11])=[CH:7][C:6]=3[C:2]=2[CH3:1])[OH:13])[CH2:19][CH2:18][CH2:17][CH2:16][CH2:15]1. The yield is 0.760. (6) The reactants are C[O:2][C:3]([C@H:5]1[CH2:10][CH2:9][C@H:8]([O:11][C:12]2[CH:13]=[N:14][CH:15]=[CH:16][CH:17]=2)[CH2:7][CH2:6]1)=O.O.[NH2:19][NH2:20]. The catalyst is C(O)CCC. The product is [N:14]1[CH:15]=[CH:16][CH:17]=[C:12]([O:11][C@H:8]2[CH2:9][CH2:10][C@H:5]([C:3]([NH:19][NH2:20])=[O:2])[CH2:6][CH2:7]2)[CH:13]=1. The yield is 0.430. (7) The reactants are [O:1]1[CH2:6][CH2:5][N:4]([C:7]2[CH:12]=[C:11]([C:13](Cl)=[O:14])[CH:10]=[CH:9][N:8]=2)[CH2:3][CH2:2]1.[CH3:16][N:17]1[CH2:22][CH2:21][N:20]([CH2:23][C:24]2[CH:25]=[C:26]([NH:30][C:31](=[O:40])[C:32]3[CH:37]=[C:36]([NH2:38])[CH:35]=[CH:34][C:33]=3[CH3:39])[CH:27]=[CH:28][CH:29]=2)[CH2:19][CH2:18]1. No catalyst specified. The product is [CH3:16][N:17]1[CH2:22][CH2:21][N:20]([CH2:23][C:24]2[CH:25]=[C:26]([NH:30][C:31](=[O:40])[C:32]3[CH:37]=[C:36]([NH:38][C:13]([C:11]4[CH:10]=[CH:9][N:8]=[C:7]([N:4]5[CH2:5][CH2:6][O:1][CH2:2][CH2:3]5)[CH:12]=4)=[O:14])[CH:35]=[CH:34][C:33]=3[CH3:39])[CH:27]=[CH:28][CH:29]=2)[CH2:19][CH2:18]1. The yield is 0.270. (8) The reactants are C1(P(C2C=CC=CC=2)C2C=CC=CC=2)C=CC=CC=1.[O:20]([CH2:27][C:28]([OH:30])=O)[C:21]1[CH:26]=[CH:25][CH:24]=[CH:23][CH:22]=1.ClC(Cl)(Cl)C#N.[NH2:37][C@@:38]([C:53]1[CH:58]=[CH:57][C:56]([O:59][CH2:60][CH2:61][CH2:62][C:63]([F:66])([F:65])[F:64])=[CH:55][CH:54]=1)([C:49]([F:52])([F:51])[F:50])[CH2:39][C:40]([C:42]1[CH:47]=[CH:46][C:45]([CH3:48])=[CH:44][CH:43]=1)=[O:41].N1C=CC=CC=1. The catalyst is C(Cl)Cl. The product is [O:20]([CH2:27][C:28]([NH:37][C@:38]([C:53]1[CH:58]=[CH:57][C:56]([O:59][CH2:60][CH2:61][CH2:62][C:63]([F:64])([F:65])[F:66])=[CH:55][CH:54]=1)([CH2:39][C:40](=[O:41])[C:42]1[CH:43]=[CH:44][C:45]([CH3:48])=[CH:46][CH:47]=1)[C:49]([F:52])([F:51])[F:50])=[O:30])[C:21]1[CH:22]=[CH:23][CH:24]=[CH:25][CH:26]=1. The yield is 0.690. (9) The reactants are [OH-].[K+].[CH2:3]([S:5]([C:8]1[CH:9]=[C:10]2[C:15](=[CH:16][C:17]=1[O:18][CH3:19])[N:14]=[C:13]([C:20]1[CH:25]=[CH:24][CH:23]=[C:22]([C:26]([F:29])([F:28])[F:27])[CH:21]=1)[C:12]([CH2:30][N:31]1[CH2:36][CH2:35][CH:34]([N:37]3[CH2:41][CH2:40][CH2:39][CH2:38]3)[CH2:33][CH2:32]1)=[C:11]2[C:42]([O:44]C)=[O:43])(=[O:7])=[O:6])[CH3:4]. The catalyst is CO.O. The product is [CH2:3]([S:5]([C:8]1[CH:9]=[C:10]2[C:15](=[CH:16][C:17]=1[O:18][CH3:19])[N:14]=[C:13]([C:20]1[CH:25]=[CH:24][CH:23]=[C:22]([C:26]([F:29])([F:27])[F:28])[CH:21]=1)[C:12]([CH2:30][N:31]1[CH2:36][CH2:35][CH:34]([N:37]3[CH2:41][CH2:40][CH2:39][CH2:38]3)[CH2:33][CH2:32]1)=[C:11]2[C:42]([OH:44])=[O:43])(=[O:6])=[O:7])[CH3:4]. The yield is 0.590. (10) The reactants are [Mg].Br[CH2:3][CH2:4][CH2:5][CH2:6][CH3:7].[P:8](Cl)(Cl)([O:10][C:11]1[CH:16]=[CH:15][CH:14]=[CH:13][CH:12]=1)=[O:9].P(Cl)(Cl)(O[C:22]1[CH:27]=[CH:26]C=[CH:24][CH:23]=1)=O.C1COCC1.[NH4+].[Cl-]. The catalyst is C1COCC1. The product is [CH2:3]([P:8]([CH2:24][CH2:23][CH2:22][CH2:27][CH3:26])(=[O:9])[O:10][C:11]1[CH:16]=[CH:15][CH:14]=[CH:13][CH:12]=1)[CH2:4][CH2:5][CH2:6][CH3:7]. The yield is 0.0300.